This data is from Reaction yield outcomes from USPTO patents with 853,638 reactions. The task is: Predict the reaction yield, written as a fraction of the theoretical maximum amount of product (1.0 means a 100% yield; for example, 0.34 means a 34% yield). (1) The reactants are [O:1]=[C:2]1[C:10]2([CH2:14][O:13][C:12]3[CH:15]=[C:16]4[C:20](=[CH:21][C:11]2=3)[CH2:19][CH2:18][CH2:17]4)[C:9]2[C:4](=[CH:5][CH:6]=[CH:7][CH:8]=2)[N:3]1[CH2:22][C:23]([O:25]CC)=[O:24].O=C1C2(C3=CC4OCOC=4C=C3OC2)C2C(=CC=CC=2)N1CC(OCC)=O. No catalyst specified. The product is [O:1]=[C:2]1[C:10]2([CH2:14][O:13][C:12]3[CH:15]=[C:16]4[C:20](=[CH:21][C:11]2=3)[CH2:19][CH2:18][CH2:17]4)[C:9]2[C:4](=[CH:5][CH:6]=[CH:7][CH:8]=2)[N:3]1[CH2:22][C:23]([OH:25])=[O:24]. The yield is 0.740. (2) The reactants are C(O[C:6](=O)[N:7]([CH2:9][CH2:10][NH:11][C:12](=[O:30])[C:13]1[CH:18]=[CH:17][C:16]([CH2:19][N:20]([CH3:22])[CH3:21])=[C:15]([O:23][C:24]2[CH:25]=[N:26][CH:27]=[CH:28][CH:29]=2)[CH:14]=1)C)(C)(C)C.FC(F)(F)C(O)=O. The catalyst is C(Cl)Cl. The product is [CH3:21][N:20]([CH2:19][C:16]1[CH:17]=[CH:18][C:13]([C:12]([NH:11][CH2:10][CH2:9][NH:7][CH3:6])=[O:30])=[CH:14][C:15]=1[O:23][C:24]1[CH:25]=[N:26][CH:27]=[CH:28][CH:29]=1)[CH3:22]. The yield is 0.680.